Dataset: Reaction yield outcomes from USPTO patents with 853,638 reactions. Task: Predict the reaction yield, written as a fraction of the theoretical maximum amount of product (1.0 means a 100% yield; for example, 0.34 means a 34% yield). (1) The reactants are [CH3:1][C:2]1[C:12]([O:13][CH3:14])=[CH:11][C:5]2[NH:6][C:7](=[O:10])[CH2:8][O:9][C:4]=2[CH:3]=1.[H-].[Na+].Br[CH2:18][C:19]([O:21]CC)=[O:20].[OH-].[Na+]. The catalyst is CN(C=O)C.C1COCC1.O. The product is [CH3:1][C:2]1[C:12]([O:13][CH3:14])=[CH:11][C:5]2[N:6]([CH2:18][C:19]([OH:21])=[O:20])[C:7](=[O:10])[CH2:8][O:9][C:4]=2[CH:3]=1. The yield is 0.850. (2) The reactants are [CH3:1][C:2]1[S:6]/[C:5](=[N:7]\[S:8]([C:11]2[CH:20]=[CH:19][CH:18]=[CH:17][C:12]=2[C:13]([O:15]C)=[O:14])(=[O:10])=[O:9])/[N:4]([CH2:21][C:22]2[C:31]3[C:26](=[CH:27][CH:28]=[CH:29][CH:30]=3)[CH:25]=[CH:24][CH:23]=2)[CH:3]=1.[OH-].[Na+].Cl. The catalyst is O1CCCC1.CO. The product is [CH3:1][C:2]1[S:6]/[C:5](=[N:7]\[S:8]([C:11]2[CH:20]=[CH:19][CH:18]=[CH:17][C:12]=2[C:13]([OH:15])=[O:14])(=[O:10])=[O:9])/[N:4]([CH2:21][C:22]2[C:31]3[C:26](=[CH:27][CH:28]=[CH:29][CH:30]=3)[CH:25]=[CH:24][CH:23]=2)[CH:3]=1. The yield is 0.808. (3) The reactants are [Br:1]N1C(=O)CCC1=O.C1(P(C2C=CC=CC=2)C2C=CC=CC=2)C=CC=CC=1.[CH3:28][C:29]([O:37][CH2:38][CH2:39]O)([C:31]1[CH:36]=[CH:35][CH:34]=[CH:33][CH:32]=1)[CH3:30]. The catalyst is C(Cl)Cl.[Al]. The product is [Br:1][CH2:39][CH2:38][O:37][C:29]([C:31]1[CH:36]=[CH:35][CH:34]=[CH:33][CH:32]=1)([CH3:30])[CH3:28]. The yield is 0.420. (4) The reactants are [F:1][C@H:2]1[C@H:7]([O:8][C:9]2[CH:14]=[CH:13][C:12]([N+:15]([O-:17])=[O:16])=[CH:11][C:10]=2[C:18]([F:21])([F:20])[F:19])[CH2:6][CH2:5][NH:4][CH2:3]1.[O:22]1[CH2:25][C:24](=O)[CH2:23]1.C(O[BH-](OC(=O)C)OC(=O)C)(=O)C.[Na+]. The catalyst is ClCCCl. The product is [F:1][C@H:2]1[C@H:7]([O:8][C:9]2[CH:14]=[CH:13][C:12]([N+:15]([O-:17])=[O:16])=[CH:11][C:10]=2[C:18]([F:21])([F:19])[F:20])[CH2:6][CH2:5][N:4]([CH:24]2[CH2:25][O:22][CH2:23]2)[CH2:3]1. The yield is 0.660. (5) The reactants are Cl[CH2:2][C:3]([C:5]1[CH:6]=[C:7]2[C:11](=[CH:12][CH:13]=1)[NH:10][C:9](=[O:14])[CH2:8]2)=[O:4].[Na+].[I-].[N-:17]=[N+:18]=[N-:19].[Na+].O. The catalyst is CN(C=O)C.CCOC(C)=O. The product is [N:17]([CH2:2][C:3]([C:5]1[CH:6]=[C:7]2[C:11](=[CH:12][CH:13]=1)[NH:10][C:9](=[O:14])[CH2:8]2)=[O:4])=[N+:18]=[N-:19]. The yield is 0.370. (6) The reactants are Cl[C:2]1[S:3][C:4]([C:8]2[CH:13]=[CH:12][N:11]=[C:10]([C:14]([CH3:20])([CH3:19])[C:15]([F:18])([F:17])[F:16])[CH:9]=2)=[C:5]([CH3:7])[N:6]=1.C([Sn](CCCC)(CCCC)[C:26]([O:28]CC)=[CH2:27])CCC.[F-].[K+].Cl.[OH-].[Na+]. The catalyst is O1CCOCC1.CCOC(C)=O.C1COCC1.Cl[Pd](Cl)([P](C1C=CC=CC=1)(C1C=CC=CC=1)C1C=CC=CC=1)[P](C1C=CC=CC=1)(C1C=CC=CC=1)C1C=CC=CC=1. The product is [CH3:7][C:5]1[N:6]=[C:2]([C:26](=[O:28])[CH3:27])[S:3][C:4]=1[C:8]1[CH:13]=[CH:12][N:11]=[C:10]([C:14]([CH3:20])([CH3:19])[C:15]([F:18])([F:17])[F:16])[CH:9]=1. The yield is 0.490. (7) The reactants are Cl.[F:2][C:3]1[CH:8]=[CH:7][C:6]([CH:9]([C:17]2[CH:22]=[CH:21][C:20]([F:23])=[CH:19][CH:18]=2)[CH:10]2[C:15](=[O:16])[CH2:14][CH2:13][NH:12][CH2:11]2)=[CH:5][CH:4]=1.Cl.Cl[CH2:26][C:27]1[CH:36]=[CH:35][C:34]2[C:29](=[CH:30][CH:31]=[CH:32][CH:33]=2)[N:28]=1.C(=O)([O-])[O-].[K+].[K+]. The catalyst is CN(C)C=O. The product is [F:2][C:3]1[CH:8]=[CH:7][C:6]([CH:9]([C:17]2[CH:18]=[CH:19][C:20]([F:23])=[CH:21][CH:22]=2)[CH:10]2[C:15](=[O:16])[CH2:14][CH2:13][N:12]([CH2:26][C:27]3[CH:36]=[CH:35][C:34]4[C:29](=[CH:30][CH:31]=[CH:32][CH:33]=4)[N:28]=3)[CH2:11]2)=[CH:5][CH:4]=1. The yield is 0.730. (8) The catalyst is CC(C)=O.O. The product is [Br:8][C:9]1[N:14]=[CH:13][C:12]([C@@H:15]2[CH2:17][C@H:16]2[C:18]([N:28]=[N+:29]=[N-:30])=[O:20])=[CH:11][CH:10]=1. The yield is 0.455. The reactants are ClC(OCC)=O.Cl.[Br:8][C:9]1[N:14]=[CH:13][C:12]([C@@H:15]2[CH2:17][C@H:16]2[C:18]([OH:20])=O)=[CH:11][CH:10]=1.CCN(CC)CC.[N-:28]=[N+:29]=[N-:30].[Na+]. (9) The reactants are [CH2:1]([N:8]1[CH2:13][CH:12]2[CH2:14][CH:10]([NH:11]2)[CH2:9]1)[C:2]1[CH:7]=[CH:6][CH:5]=[CH:4][CH:3]=1.C(N(CC)CC)C.[F:22][C:23]([F:34])([F:33])[C:24](O[C:24](=[O:25])[C:23]([F:34])([F:33])[F:22])=[O:25]. The yield is 0.620. The catalyst is CO. The product is [CH2:1]([N:8]1[CH2:9][CH:10]2[CH2:14][CH:12]([N:11]2[C:24]([C:23]([F:34])([F:33])[F:22])=[O:25])[CH2:13]1)[C:2]1[CH:7]=[CH:6][CH:5]=[CH:4][CH:3]=1. (10) The reactants are [Cl:1][C:2]1[CH:3]=[C:4]([CH:7]=[CH:8][C:9]=1[O:10][CH2:11][CH2:12][CH2:13][CH2:14][CH2:15][CH3:16])[CH:5]=O.[C:17]([NH:20][NH2:21])([NH2:19])=[NH:18].Cl. No catalyst specified. The product is [ClH:1].[Cl:1][C:2]1[CH:3]=[C:4]([CH:7]=[CH:8][C:9]=1[O:10][CH2:11][CH2:12][CH2:13][CH2:14][CH2:15][CH3:16])[CH:5]=[N:21][NH:20][C:17]([NH2:19])=[NH:18]. The yield is 0.490.